This data is from Reaction yield outcomes from USPTO patents with 853,638 reactions. The task is: Predict the reaction yield, written as a fraction of the theoretical maximum amount of product (1.0 means a 100% yield; for example, 0.34 means a 34% yield). (1) The reactants are [N+:1]([O-:4])([O-])=[O:2].[K+].OS(O)(=O)=O.[F:11][C:12]1[CH:13]=[C:14]([CH:17]=[C:18]([F:20])[CH:19]=1)[C:15]#[N:16]. No catalyst specified. The product is [F:11][C:12]1[C:13]([N+:1]([O-:4])=[O:2])=[C:14]([CH:17]=[C:18]([F:20])[CH:19]=1)[C:15]#[N:16]. The yield is 0.950. (2) The catalyst is O.CO.C1COCC1. The product is [C:21]([O:20][C:18]([NH:13][C:14]1([CH2:17][CH:11]([C:8]2[CH:9]=[CH:10][C:5]([Cl:4])=[CH:6][CH:7]=2)[C:12]([OH:25])=[O:1])[CH2:16][CH2:15]1)=[O:19])([CH3:24])([CH3:23])[CH3:22]. The yield is 0.840. The reactants are [OH:1][Li].O.[Cl:4][C:5]1[CH:10]=[CH:9][C:8]([CH:11]2[CH2:17][C:14]3([CH2:16][CH2:15]3)[N:13]([C:18]([O:20][C:21]([CH3:24])([CH3:23])[CH3:22])=[O:19])[C:12]2=[O:25])=[CH:7][CH:6]=1. (3) The reactants are [NH:1]1[C:5]2=[CH:6][N:7]=[CH:8][CH:9]=[C:4]2[C:3]([CH:10]=[O:11])=[CH:2]1.[C:12]1([Mg]Cl)[CH:17]=[CH:16][CH:15]=[CH:14][CH:13]=1. The catalyst is C1COCC1. The product is [C:12]1([CH:10]([C:3]2[C:4]3[C:5](=[CH:6][N:7]=[CH:8][CH:9]=3)[NH:1][CH:2]=2)[OH:11])[CH:17]=[CH:16][CH:15]=[CH:14][CH:13]=1. The yield is 0.430. (4) The reactants are [SH:1][C:2]1C=[CH:6][CH:5]=[CH:4][N:3]=1.[H-].[Na+].Cl[C:11]1[CH:16]=[CH:15][CH:14]=[C:13]([C:17]#[N:18])[N:12]=1.C(OCC)(=O)C.C[N:26](C=O)C. The catalyst is O. The product is [C:17]([C:13]1[CH:14]=[CH:15][CH:16]=[C:11]([S:1][C:2]2[N:26]=[CH:6][CH:5]=[CH:4][N:3]=2)[N:12]=1)#[N:18]. The yield is 0.850. (5) The reactants are [Cl:1][CH2:2][C:3]1[NH:12][C:11](=O)[C:10]2[C:5](=[CH:6][CH:7]=[CH:8][CH:9]=2)[N:4]=1.CCN(C(C)C)C(C)C.O=P(Cl)(Cl)[Cl:25]. The catalyst is C1(C)C=CC=CC=1. The product is [Cl:25][C:11]1[C:10]2[C:5](=[CH:6][CH:7]=[CH:8][CH:9]=2)[N:4]=[C:3]([CH2:2][Cl:1])[N:12]=1. The yield is 0.690. (6) The reactants are [Cl:1][C:2]1[N:7]=[C:6]([C:8]#N)[C:5](=[O:10])[N:4]([C:11]2[CH:16]=[CH:15][CH:14]=[C:13]([CH3:17])[CH:12]=2)[C:3]=1[CH3:18].[OH2:19].S(=O)(=O)(O)[OH:21]. No catalyst specified. The product is [Cl:1][C:2]1[N:7]=[C:6]([C:8]([OH:21])=[O:19])[C:5](=[O:10])[N:4]([C:11]2[CH:16]=[CH:15][CH:14]=[C:13]([CH3:17])[CH:12]=2)[C:3]=1[CH3:18]. The yield is 0.190. (7) The reactants are B(Br)(Br)Br.C[O:6][C:7]1[CH:16]=[C:15]2[C:10]([CH:11]=[CH:12][C:13]([C:17]3[CH:18]=[C:19]([CH:24]=[CH:25][CH:26]=3)[C:20]([O:22][CH3:23])=[O:21])=[CH:14]2)=[CH:9][CH:8]=1. The catalyst is ClCCl. The product is [OH:6][C:7]1[CH:16]=[C:15]2[C:10]([CH:11]=[CH:12][C:13]([C:17]3[CH:18]=[C:19]([CH:24]=[CH:25][CH:26]=3)[C:20]([O:22][CH3:23])=[O:21])=[CH:14]2)=[CH:9][CH:8]=1. The yield is 0.890.